Predict which catalyst facilitates the given reaction. From a dataset of Catalyst prediction with 721,799 reactions and 888 catalyst types from USPTO. Product: [CH3:15][O:14][CH2:13][CH2:12][O:11][CH2:10][CH2:9][N:1]1[CH:5]=[CH:4][N:3]=[CH:2]1. The catalyst class is: 3. Reactant: [NH:1]1[CH:5]=[CH:4][N:3]=[CH:2]1.[H-].[Na+].Br[CH2:9][CH2:10][O:11][CH2:12][CH2:13][O:14][CH3:15].O.